From a dataset of Catalyst prediction with 721,799 reactions and 888 catalyst types from USPTO. Predict which catalyst facilitates the given reaction. Reactant: [F:1][C:2]1[CH:3]=[CH:4][C:5]2[N:6]([C:8]([S:11][CH3:12])=[N:9][CH:10]=2)[CH:7]=1.O.C(=O)(O)[O-].[Na+].[I:19]I. Product: [F:1][C:2]1[CH:3]=[CH:4][C:5]2[N:6]([C:8]([S:11][CH3:12])=[N:9][C:10]=2[I:19])[CH:7]=1. The catalyst class is: 8.